This data is from Experimentally validated miRNA-target interactions with 360,000+ pairs, plus equal number of negative samples. The task is: Binary Classification. Given a miRNA mature sequence and a target amino acid sequence, predict their likelihood of interaction. (1) The miRNA is mmu-miR-1968-5p with sequence UGCAGCUGUUAAGGAUGGUGGACU. The protein sequence of the target gene is MASDLESSLTSIDWLPQLTLRATIEKLGSASQAGPPGGARKCSPGSPTDPNATLSKDEAAVHQDGKPRYSYATLITYAINSSPAKKMTLSEIYRWICDNFPYYKNAGIGWKNSIRHNLSLNKCFRKVPRPRDDPGKGSYWTIDTCPDISRKRRHPPDDDLSQDSPEQEASKSPRGGVPGSGEASLSHEGTPQMSLQSPSSVANYSQGPGSVDGGAVAAGAPGQESTEGAPPLYNTNHDFKFSYSEINFQDLSWSFRNLYKSMLERSSSSQHGFSSLLGDMPPSNNYYVYQQQQQQQPPPQ.... Result: 0 (no interaction). (2) The miRNA is hsa-miR-518b with sequence CAAAGCGCUCCCCUUUAGAGGU. The protein sequence of the target gene is MNQSRSRSDGGSEETLPQDHNHHENERRWQQERLHREEAYYQFINELNDEDYRLMRDHNLLGTPGEITSEELQQRLDGVKEQLASQPDLRDGTNYRDSEVPRESSHEDSLLEWLNTFRRTGNATRSGQNGNQTWRAVSRTNPNNGEFRFSLEIHVNHENRGFEIHGEDYTDIPLSDSNRDHTANRQQRSTSPVARRTRSQTSVNFNGSSSNIPRTRLASRGQNPAEGSFSTLGRLRNGIGGAAGIPRANASRTNFSSHTNQSGGSELRQREGQRFGAAHVWENGARSNVTVRNTNQRLEP.... Result: 0 (no interaction).